From a dataset of Full USPTO retrosynthesis dataset with 1.9M reactions from patents (1976-2016). Predict the reactants needed to synthesize the given product. (1) Given the product [NH2:1][C:4]1[CH:5]=[CH:6][C:7]([F:30])=[C:8]([C:10]2([CH3:29])[CH2:15][C:14]3([CH2:20][CH2:19][O:18][CH2:17][CH2:16]3)[O:13][C:12]([NH:21][C:22](=[O:28])[O:23][C:24]([CH3:25])([CH3:27])[CH3:26])=[N:11]2)[CH:9]=1, predict the reactants needed to synthesize it. The reactants are: [N:1]([C:4]1[CH:5]=[CH:6][C:7]([F:30])=[C:8]([C:10]2([CH3:29])[CH2:15][C:14]3([CH2:20][CH2:19][O:18][CH2:17][CH2:16]3)[O:13][C:12]([NH:21][C:22](=[O:28])[O:23][C:24]([CH3:27])([CH3:26])[CH3:25])=[N:11]2)[CH:9]=1)=[N+]=[N-]. (2) Given the product [N+:11]([C:14]1[CH:19]=[CH:18][C:17]([C:20]2[CH:27]=[CH:26][C:23]([CH:24]=[O:29])=[CH:22][CH:21]=2)=[CH:16][CH:15]=1)([O-:13])=[O:12], predict the reactants needed to synthesize it. The reactants are: [H-].C([Al+]CC(C)C)C(C)C.[N+:11]([C:14]1[CH:19]=[CH:18][C:17]([C:20]2[CH:27]=[CH:26][C:23]([C:24]#N)=[CH:22][CH:21]=2)=[CH:16][CH:15]=1)([O-:13])=[O:12].C[OH:29].O.